This data is from Full USPTO retrosynthesis dataset with 1.9M reactions from patents (1976-2016). The task is: Predict the reactants needed to synthesize the given product. (1) Given the product [Br:1][C:2]1[CH:11]=[CH:10][CH:9]=[C:8]2[C:3]=1[CH2:4][CH2:5][CH2:6]/[C:7]/2=[N:14]\[OH:15], predict the reactants needed to synthesize it. The reactants are: [Br:1][C:2]1[CH:11]=[CH:10][CH:9]=[C:8]2[C:3]=1[CH2:4][CH2:5][CH2:6][C:7]2=O.Cl.[NH2:14][OH:15]. (2) Given the product [Br:1][C:2]1[CH:15]=[C:14]2[C:5]([O:6][C:7]3[C:8]([F:24])=[CH:9][C:10]([O:22][CH3:23])=[CH:11][C:12]=3[C:13]2([C:17]2[NH:18][CH:19]=[CH:20][N:21]=2)[Cl:27])=[CH:4][CH:3]=1, predict the reactants needed to synthesize it. The reactants are: [Br:1][C:2]1[CH:15]=[C:14]2[C:5]([O:6][C:7]3[C:8]([F:24])=[CH:9][C:10]([O:22][CH3:23])=[CH:11][C:12]=3[C:13]2([C:17]2[NH:18][CH:19]=[CH:20][N:21]=2)O)=[CH:4][CH:3]=1.S(Cl)([Cl:27])=O. (3) Given the product [F:21][C:22]1[CH:28]=[CH:27][C:25]([N:26]2[C:2]3[C:3](=[CH:4][C:5]([C:6]([OH:8])=[O:7])=[CH:10][CH:11]=3)[CH:12]=[C:13]2[C:14]2[CH:19]=[CH:18][C:17]([F:20])=[CH:16][CH:15]=2)=[CH:24][CH:23]=1, predict the reactants needed to synthesize it. The reactants are: Cl[C:2]1[CH:11]=[CH:10][C:5]([C:6]([O:8]C)=[O:7])=[CH:4][C:3]=1[C:12]#[C:13][C:14]1[CH:19]=[CH:18][C:17]([F:20])=[CH:16][CH:15]=1.[F:21][C:22]1[CH:28]=[CH:27][C:25]([NH2:26])=[CH:24][CH:23]=1.CC(C1C=C(C(C)C)C(C2C=CC=CC=2P(C2CCCCC2)C2CCCCC2)=C(C(C)C)C=1)C.CC([O-])(C)C.[K+]. (4) Given the product [O:25]=[C:24]1[N:23]2[CH2:26][C@@H:19]([CH2:20][CH2:21][C@H:22]2[C:27]([NH:29][CH:30]2[CH2:31][CH2:32][N:33]([C:36]([O:38][C:39]([CH3:41])([CH3:40])[CH3:42])=[O:37])[CH2:34][CH2:35]2)=[O:28])[N:18]1[O:17][C:8]([O:7][C:4]1[CH:5]=[CH:6][CH:1]=[CH:2][CH:3]=1)=[S:9], predict the reactants needed to synthesize it. The reactants are: [CH:1]1[CH:6]=[CH:5][C:4]([O:7][C:8](Cl)=[S:9])=[CH:3][CH:2]=1.N1C=CC=CC=1.[OH:17][N:18]1[C:24](=[O:25])[N:23]2[CH2:26][C@H:19]1[CH2:20][CH2:21][C@H:22]2[C:27]([NH:29][CH:30]1[CH2:35][CH2:34][N:33]([C:36]([O:38][C:39]([CH3:42])([CH3:41])[CH3:40])=[O:37])[CH2:32][CH2:31]1)=[O:28].